This data is from CYP2C9 inhibition data for predicting drug metabolism from PubChem BioAssay. The task is: Regression/Classification. Given a drug SMILES string, predict its absorption, distribution, metabolism, or excretion properties. Task type varies by dataset: regression for continuous measurements (e.g., permeability, clearance, half-life) or binary classification for categorical outcomes (e.g., BBB penetration, CYP inhibition). Dataset: cyp2c9_veith. (1) The compound is O=CN[C@@H](Cc1cnc[nH]1)C(=O)O. The result is 0 (non-inhibitor). (2) The drug is COc1ccc(-c2cc(C(=O)O)c3c(C)nn(-c4ccccn4)c3n2)cc1. The result is 0 (non-inhibitor). (3) The molecule is NC[C@H](O)C1CCCCCCC1. The result is 0 (non-inhibitor). (4) The compound is CC1(C)CC(=O)C2=C(C1)Oc1nc3ccccc3cc1C2C(C#N)C#N. The result is 1 (inhibitor).